Dataset: Catalyst prediction with 721,799 reactions and 888 catalyst types from USPTO. Task: Predict which catalyst facilitates the given reaction. (1) Reactant: Br[C:2]1[N:3]=[C:4]([C:7]2[CH:12]=[CH:11][C:10]([O:13]C)=[C:9]([F:15])[CH:8]=2)[S:5][CH:6]=1.C[O:17][C:18]([C:20]1[CH:21]=[C:22](B(O)O)[CH:23]=[CH:24][CH:25]=1)=[O:19].C([O-])(O)=O.[Na+]. Product: [F:15][C:9]1[CH:8]=[C:7]([C:4]2[S:5][CH:6]=[C:2]([C:24]3[CH:25]=[C:20]([CH:21]=[CH:22][CH:23]=3)[C:18]([OH:19])=[O:17])[N:3]=2)[CH:12]=[CH:11][C:10]=1[OH:13]. The catalyst class is: 70. (2) The catalyst class is: 5. Product: [OH:8][C:9]1[C:14]2[O:15][C@H:16]3[C:25](=[O:26])[CH2:24][CH2:23][C@:22]4([O:30][CH3:31])[C@@:17]53[CH2:18][CH2:19][N:20]([CH3:33])[C@@H:21]4[CH2:32][C:12]([C:13]=25)=[CH:11][CH:10]=1. Reactant: C([O:8][C:9]1[C:14]2[O:15][C@H:16]3[C:25]4(OCC[O:26]4)[CH2:24][CH2:23][C@:22]4([O:30][CH3:31])[C@@:17]53[CH2:18][CH2:19][N:20]([CH3:33])[C@@H:21]4[CH2:32][C:12]([C:13]=25)=[CH:11][CH:10]=1)C1C=CC=CC=1.Cl.N.